From a dataset of Forward reaction prediction with 1.9M reactions from USPTO patents (1976-2016). Predict the product of the given reaction. Given the reactants [CH3:1][C:2]1[C:7]2[S:8][C:9]3[C:14]([CH3:15])=[CH:13][CH:12]=[CH:11][C:10]=3[C:6]=2[CH:5]=[CH:4][CH:3]=1.[Br:16]Br, predict the reaction product. The product is: [Br:16][C:13]1[CH:12]=[CH:11][C:10]2[C:6]3[CH:5]=[CH:4][CH:3]=[C:2]([CH3:1])[C:7]=3[S:8][C:9]=2[C:14]=1[CH3:15].